From a dataset of Full USPTO retrosynthesis dataset with 1.9M reactions from patents (1976-2016). Predict the reactants needed to synthesize the given product. (1) Given the product [OH:31][C:27]1[C:28]([CH3:30])=[CH:29][C:24]([C:14]2([C:10]3[CH:9]=[C:8]([CH3:40])[C:7]([OH:6])=[C:12]([CH3:13])[CH:11]=3)[C:22]3[C:17](=[CH:18][CH:19]=[CH:20][CH:21]=3)[N:16]([C:43]3[CH:48]=[CH:47][CH:46]=[CH:45][CH:44]=3)[C:15]2=[O:23])=[CH:25][C:26]=1[CH3:39], predict the reactants needed to synthesize it. The reactants are: C([Si](C)(C)[O:6][C:7]1[C:12]([CH3:13])=[CH:11][C:10]([C:14]2([C:24]3[CH:29]=[C:28]([CH3:30])[C:27]([O:31][Si](C(C)(C)C)(C)C)=[C:26]([CH3:39])[CH:25]=3)[C:22]3[C:17](=[CH:18][CH:19]=[CH:20][CH:21]=3)[NH:16][C:15]2=[O:23])=[CH:9][C:8]=1[CH3:40])(C)(C)C.[C:43]1(B(O)O)[CH:48]=[CH:47][CH:46]=[CH:45][CH:44]=1.C(N(CC)CC)C. (2) Given the product [NH2:1][C:2]1[N:7]=[CH:6][N:5]=[C:4]2[N:8]([C:12]3[CH:17]=[CH:16][N+:15]([O-:18])=[CH:14][CH:13]=3)[N:9]=[C:10]([C:25]3[CH:24]=[CH:23][C:22]([NH:36][C:37]([C:39]4[N:40]([CH3:48])[C:41]5[C:46]([CH:47]=4)=[CH:45][CH:44]=[CH:43][CH:42]=5)=[O:38])=[C:21]([O:20][CH3:19])[CH:26]=3)[C:3]=12, predict the reactants needed to synthesize it. The reactants are: [NH2:1][C:2]1[N:7]=[CH:6][N:5]=[C:4]2[N:8]([C:12]3[CH:17]=[CH:16][N+:15]([O-:18])=[CH:14][CH:13]=3)[N:9]=[C:10](I)[C:3]=12.[CH3:19][O:20][C:21]1[CH:26]=[C:25](B2OC(C)(C)C(C)(C)O2)[CH:24]=[CH:23][C:22]=1[NH:36][C:37]([C:39]1[N:40]([CH3:48])[C:41]2[C:46]([CH:47]=1)=[CH:45][CH:44]=[CH:43][CH:42]=2)=[O:38].C(=O)([O-])[O-].[Na+].[Na+]. (3) Given the product [CH2:1]([N:3]([CH2:11][C:12]1[CH:13]=[N:14][CH:15]=[C:16]([C:19]2[CH:20]=[C:21]3[C:25](=[CH:26][CH:27]=2)[N:24]([CH:28]2[CH2:33][CH2:32][CH2:31][CH2:30][O:29]2)[N:23]=[C:22]3[C:34]2[NH:35][C:36]([C:39]([N:41]3[CH2:92][CH2:90][CH2:91][CH:48]([CH2:47][C:46]4[N:45]=[CH:44][CH:58]=[CH:57][N:56]=4)[CH2:43][CH2:42]3)=[O:40])=[CH:37][N:38]=2)[C:17]=1[CH3:18])[C:4](=[O:10])[O:5][C:6]([CH3:8])([CH3:9])[CH3:7])[CH3:2], predict the reactants needed to synthesize it. The reactants are: [CH2:1]([N:3]([CH2:11][C:12]1[CH:13]=[N:14][CH:15]=[C:16]([C:19]2[CH:20]=[C:21]3[C:25](=[CH:26][CH:27]=2)[N:24]([CH:28]2[CH2:33][CH2:32][CH2:31][CH2:30][O:29]2)[N:23]=[C:22]3[C:34]2[NH:35][C:36]([C:39]([NH:41][CH2:42][C:43]3[CH:44]=[N:45][CH:46]=[CH:47][CH:48]=3)=[O:40])=[CH:37][N:38]=2)[C:17]=1[CH3:18])[C:4](=[O:10])[O:5][C:6]([CH3:9])([CH3:8])[CH3:7])[CH3:2].C(OC([N:56](CC1C(C)=C(C2C=C3C(=CC=2)N(C2CCCCO2)N=C3C2NC(C(O)=O)=CN=2)C=NC=1)[CH2:57][CH3:58])=O)(C)(C)C.[CH:90](N(C(C)C)CC)([CH3:92])[CH3:91].N1C=CC=NC=1CC1CCCNCC1.CN(C(ON1N=NC2C=CC=NC1=2)=[N+](C)C)C.F[P-](F)(F)(F)(F)F. (4) Given the product [CH3:35][O:34][C:31]1[CH:32]=[CH:33][C:28]([NH:27][C:25](=[O:26])[CH2:24][O:7][C:8]2[CH:22]=[CH:21][C:11]([C:12]([NH:14][C:15]3[CH:16]=[N:17][CH:18]=[CH:19][CH:20]=3)=[O:13])=[CH:10][CH:9]=2)=[CH:29][CH:30]=1, predict the reactants needed to synthesize it. The reactants are: C(=O)([O-])[O-].[K+].[K+].[OH:7][C:8]1[CH:22]=[CH:21][C:11]([C:12]([NH:14][C:15]2[CH:16]=[N:17][CH:18]=[CH:19][CH:20]=2)=[O:13])=[CH:10][CH:9]=1.Cl[CH2:24][C:25]([NH:27][C:28]1[CH:33]=[CH:32][C:31]([O:34][CH3:35])=[CH:30][CH:29]=1)=[O:26]. (5) Given the product [OH:18][CH2:19][C@@H:20]([N:51]([CH2:64][CH2:65][CH:66]([CH3:68])[CH3:67])[S:52]([C:55]1[CH:56]=[CH:57][C:58]([N+:61]([O-:63])=[O:62])=[CH:59][CH:60]=1)(=[O:53])=[O:54])[CH2:21][CH2:22][C:23]1[CH:28]=[CH:27][CH:26]=[CH:25][C:24]=1[NH:29][C:30](=[O:50])[C@H:31]([CH:37]([C:38]1[CH:43]=[CH:42][CH:41]=[CH:40][CH:39]=1)[C:44]1[CH:49]=[CH:48][CH:47]=[CH:46][CH:45]=1)[NH:32][C:33]([O:35][CH3:36])=[O:34], predict the reactants needed to synthesize it. The reactants are: [Si]([O:18][CH2:19][C@@H:20]([N:51]([CH2:64][CH2:65][CH:66]([CH3:68])[CH3:67])[S:52]([C:55]1[CH:60]=[CH:59][C:58]([N+:61]([O-:63])=[O:62])=[CH:57][CH:56]=1)(=[O:54])=[O:53])[CH2:21][CH2:22][C:23]1[CH:28]=[CH:27][CH:26]=[CH:25][C:24]=1[NH:29][C:30](=[O:50])[C@H:31]([CH:37]([C:44]1[CH:49]=[CH:48][CH:47]=[CH:46][CH:45]=1)[C:38]1[CH:43]=[CH:42][CH:41]=[CH:40][CH:39]=1)[NH:32][C:33]([O:35][CH3:36])=[O:34])(C(C)(C)C)(C1C=CC=CC=1)C1C=CC=CC=1.N1C=CC=CC=1. (6) Given the product [CH2:1]([CH:3]([O:6][C:7]1[C:8]2[N:24]=[C:26]([CH3:28])[C:25](=[O:29])[N:14]([C:15]3[C:20]([CH3:21])=[CH:19][C:18]([CH3:22])=[CH:17][C:16]=3[CH3:23])[C:9]=2[N:10]=[C:11]([CH3:13])[N:12]=1)[CH2:4][CH3:5])[CH3:2], predict the reactants needed to synthesize it. The reactants are: [CH2:1]([CH:3]([O:6][C:7]1[N:12]=[C:11]([CH3:13])[N:10]=[C:9]([NH:14][C:15]2[C:20]([CH3:21])=[CH:19][C:18]([CH3:22])=[CH:17][C:16]=2[CH3:23])[C:8]=1[NH2:24])[CH2:4][CH3:5])[CH3:2].[C:25](O)(=[O:29])[C:26]([CH3:28])=O. (7) Given the product [C:12]1([C@H:18]([NH:20][CH2:10][C:7]2[S:8][CH:9]=[C:5]([C:4]#[C:3][CH2:2][OH:1])[CH:6]=2)[CH3:19])[CH:17]=[CH:16][CH:15]=[CH:14][CH:13]=1, predict the reactants needed to synthesize it. The reactants are: [OH:1][CH2:2][C:3]#[C:4][C:5]1[CH:6]=[C:7]([CH:10]=O)[S:8][CH:9]=1.[C:12]1([C@H:18]([NH2:20])[CH3:19])[CH:17]=[CH:16][CH:15]=[CH:14][CH:13]=1.